Dataset: Peptide-MHC class I binding affinity with 185,985 pairs from IEDB/IMGT. Task: Regression. Given a peptide amino acid sequence and an MHC pseudo amino acid sequence, predict their binding affinity value. This is MHC class I binding data. The peptide sequence is AVYNFATCGI. The MHC is HLA-A02:01 with pseudo-sequence HLA-A02:01. The binding affinity (normalized) is 0.520.